Dataset: Forward reaction prediction with 1.9M reactions from USPTO patents (1976-2016). Task: Predict the product of the given reaction. (1) Given the reactants [CH3:1][S:2](Cl)(=[O:4])=[O:3].[OH:6][CH2:7][C:8]1[N:13]=[C:12]([C:14]([O:16][CH3:17])=[O:15])[CH:11]=[CH:10][CH:9]=1, predict the reaction product. The product is: [CH3:1][S:2]([O:6][CH2:7][C:8]1[N:13]=[C:12]([C:14]([O:16][CH3:17])=[O:15])[CH:11]=[CH:10][CH:9]=1)(=[O:4])=[O:3]. (2) The product is: [F:1][C:2]1[CH:7]=[CH:6][C:5]([C:8]2[CH:9]=[CH:10][C:11]([N:14]3[CH2:19][CH2:18][CH:17]([CH2:20][CH2:21][NH:22][C:23](=[O:34])[O:24][CH2:25][C:30]4[O:50][CH:51]=[C:47]([C:44](=[O:46])[NH2:45])[N:48]=4)[CH2:16][CH2:15]3)=[N:12][CH:13]=2)=[CH:4][CH:3]=1. Given the reactants [F:1][C:2]1[CH:7]=[CH:6][C:5]([C:8]2[CH:9]=[CH:10][C:11]([N:14]3[CH2:19][CH2:18][CH:17]([CH2:20][CH2:21][NH:22][C:23](=[O:34])[O:24][C:25]4[CH:30]=CC([N+]([O-])=O)=CC=4)[CH2:16][CH2:15]3)=[N:12][CH:13]=2)=[CH:4][CH:3]=1.C(N(CC)C(C)C)(C)C.[C:44]([C:47]1[N:48]=C(CO)[O:50][CH:51]=1)(=[O:46])[NH2:45], predict the reaction product. (3) Given the reactants Cl[C:2]1[C:3]([C:16]2[CH:21]=[CH:20][C:19]([F:22])=[CH:18][CH:17]=2)=[N:4][C:5]2[C:10]([N:11]=1)=[CH:9][C:8]([C:12]([O:14][CH3:15])=[O:13])=[CH:7][CH:6]=2.[NH2:23][CH:24]1[CH2:29][CH2:28][N:27]([C:30]([O:32][C:33]([CH3:36])([CH3:35])[CH3:34])=[O:31])[CH2:26][CH2:25]1.CCN(C(C)C)C(C)C, predict the reaction product. The product is: [C:33]([O:32][C:30]([N:27]1[CH2:28][CH2:29][CH:24]([NH:23][C:2]2[C:3]([C:16]3[CH:21]=[CH:20][C:19]([F:22])=[CH:18][CH:17]=3)=[N:4][C:5]3[C:10]([N:11]=2)=[CH:9][C:8]([C:12]([O:14][CH3:15])=[O:13])=[CH:7][CH:6]=3)[CH2:25][CH2:26]1)=[O:31])([CH3:36])([CH3:34])[CH3:35]. (4) Given the reactants [CH:1]1([C:6]([OH:8])=O)[CH2:5][CH2:4][CH2:3][CH2:2]1.CCN(C(C)C)C(C)C.CCN=C=NCCCN(C)C.Cl.C1C=CC2N(O)N=NC=2C=1.[C:40]([C:42]1[CH:43]=[C:44]([CH:63]=[CH:64][CH:65]=1)[C:45]([NH:47][C:48]1[CH:49]=[C:50]2[C:54](=[CH:55][CH:56]=1)[N:53]([CH3:57])[CH:52]=[C:51]2[CH:58]1[CH2:62][CH2:61][NH:60][CH2:59]1)=[O:46])#[N:41], predict the reaction product. The product is: [C:40]([C:42]1[CH:43]=[C:44]([CH:63]=[CH:64][CH:65]=1)[C:45]([NH:47][C:48]1[CH:49]=[C:50]2[C:54](=[CH:55][CH:56]=1)[N:53]([CH3:57])[CH:52]=[C:51]2[CH:58]1[CH2:62][CH2:61][N:60]([C:6]([CH:1]2[CH2:2][CH2:3][CH2:4][CH2:5]2)=[O:8])[CH2:59]1)=[O:46])#[N:41]. (5) Given the reactants [CH2:1]([O:3][CH:4]([O:41][CH2:42][CH3:43])[C@@H:5]([N:7]([CH2:30][C:31]1[CH:32]=[CH:33][CH:34]=[C:35]2[C:40]=1[N:39]=[CH:38][CH:37]=[CH:36]2)[C:8](=[O:29])[C@@H:9]([NH:11]C(=O)OCC1C2C=CC=CC=2C2C1=CC=CC=2)[CH3:10])[CH3:6])[CH3:2].N1CCCCC1.CC(=O)OCC.CO, predict the reaction product. The product is: [NH2:11][C@@H:9]([CH3:10])[C:8]([N:7]([C@@H:5]([CH3:6])[CH:4]([O:41][CH2:42][CH3:43])[O:3][CH2:1][CH3:2])[CH2:30][C:31]1[CH:32]=[CH:33][CH:34]=[C:35]2[C:40]=1[N:39]=[CH:38][CH:37]=[CH:36]2)=[O:29]. (6) Given the reactants [CH2:1]([NH:8][CH2:9][C:10]1[CH:15]=[CH:14][CH:13]=[CH:12][CH:11]=1)[C:2]1[CH:7]=[CH:6][CH:5]=[CH:4][CH:3]=1.ON1C2C=CC=CC=2N=N1.Cl.C(N=C=NCCCN(C)C)C.[C:38]([O:42][C:43]([NH:45][CH:46]1[CH2:51][CH2:50][CH2:49][CH:48]([C:52]([OH:54])=O)[CH2:47]1)=[O:44])([CH3:41])([CH3:40])[CH3:39], predict the reaction product. The product is: [CH2:9]([N:8]([CH2:1][C:2]1[CH:7]=[CH:6][CH:5]=[CH:4][CH:3]=1)[C:52]([CH:48]1[CH2:49][CH2:50][CH2:51][CH:46]([NH:45][C:43]([O:42][C:38]([CH3:39])([CH3:40])[CH3:41])=[O:44])[CH2:47]1)=[O:54])[C:10]1[CH:15]=[CH:14][CH:13]=[CH:12][CH:11]=1. (7) Given the reactants [F:1][C:2]1[CH:7]=[CH:6][C:5]([N:8]2[C:16]3[C:11](=[CH:12][C:13]([O:17][C@H:18]([CH2:22][C:23]4[CH:28]=[CH:27][CH:26]=[CH:25][CH:24]=4)[C@@H:19]([NH2:21])[CH3:20])=[CH:14][CH:15]=3)[CH:10]=[N:9]2)=[CH:4][CH:3]=1.C([O:32][CH2:33][C:34](Cl)=[O:35])(=O)C, predict the reaction product. The product is: [F:1][C:2]1[CH:3]=[CH:4][C:5]([N:8]2[C:16]3[C:11](=[CH:12][C:13]([O:17][C@H:18]([CH2:22][C:23]4[CH:24]=[CH:25][CH:26]=[CH:27][CH:28]=4)[C@@H:19]([NH:21][C:33](=[O:32])[CH2:34][OH:35])[CH3:20])=[CH:14][CH:15]=3)[CH:10]=[N:9]2)=[CH:6][CH:7]=1. (8) Given the reactants [C:1]([O:9][CH:10]([CH2:54][CH3:55])[CH:11]([CH3:53])[CH:12]1[O:52][CH:13]1[CH2:14][CH:15]([CH3:51])/[CH:16]=[CH:17]/[CH:18]=[C:19](\[CH3:50])/[CH:20]1[O:32][C:30](=[O:31])[CH2:29][CH:28]([O:33][Si:34]([CH2:39][CH3:40])([CH2:37][CH3:38])[CH2:35][CH3:36])[CH2:27][CH2:26][C:25]([O:42][CH:43]([O:45][CH2:46][CH3:47])[CH3:44])([CH3:41])[CH:24]([OH:48])[CH:23]=[CH:22][CH:21]1[CH3:49])(=[O:8])[C:2]1[CH:7]=[CH:6][CH:5]=[CH:4][CH:3]=1.C(N(CC)CC)C.CN(C1C=CC=CN=1)C.ClC(O[C:76]1[CH:81]=[CH:80][C:79]([N+:82]([O-:84])=[O:83])=[CH:78][CH:77]=1)=O.[C:85]([O:88]CC)(=[O:87])C, predict the reaction product. The product is: [C:1]([O:9][CH:10]([CH2:54][CH3:55])[CH:11]([CH3:53])[CH:12]1[O:52][CH:13]1[CH2:14][CH:15]([CH3:51])/[CH:16]=[CH:17]/[CH:18]=[C:19](\[CH3:50])/[CH:20]1[O:32][C:30](=[O:31])[CH:29]([C:85]([OH:88])=[O:87])[CH:28]([O:33][Si:34]([CH2:35][CH3:36])([CH2:39][CH3:40])[CH2:37][CH3:38])[CH2:27][CH2:26][C:25]([O:42][CH:43]([O:45][CH2:46][CH3:47])[CH3:44])([CH3:41])[CH:24]([O:48][C:76]2[CH:81]=[CH:80][C:79]([N+:82]([O-:84])=[O:83])=[CH:78][CH:77]=2)[CH:23]=[CH:22][CH:21]1[CH3:49])(=[O:8])[C:2]1[CH:3]=[CH:4][CH:5]=[CH:6][CH:7]=1. (9) Given the reactants [C:1]([C:3]#[C:4][C:5]1[CH:17]=[CH:16][C:8]([C:9]([O:11]C(C)(C)C)=[O:10])=[CH:7][CH:6]=1)#[N:2].C(O)(C(F)(F)F)=O, predict the reaction product. The product is: [C:1]([C:3]#[C:4][C:5]1[CH:17]=[CH:16][C:8]([C:9]([OH:11])=[O:10])=[CH:7][CH:6]=1)#[N:2]. (10) The product is: [CH3:1][O:2][C:3]1[C:11]([CH3:12])=[CH:10][CH:9]=[C:8]2[C:4]=1[CH2:5][CH:6]([O:14][C:15]1[CH:20]=[CH:19][C:18]([N+:21]([O-:23])=[O:22])=[CH:17][CH:16]=1)[CH2:7]2. Given the reactants [CH3:1][O:2][C:3]1[C:11]([CH3:12])=[CH:10][CH:9]=[C:8]2[C:4]=1[CH2:5][CH:6]([O:14][C:15]1[CH:20]=[CH:19][C:18]([N+:21]([O-:23])=[O:22])=[CH:17][CH:16]=1)[C:7]2=O.C([SiH](CC)CC)C.FC(F)(F)C(O)=O.C(=O)(O)[O-].[Na+], predict the reaction product.